From a dataset of Reaction yield outcomes from USPTO patents with 853,638 reactions. Predict the reaction yield, written as a fraction of the theoretical maximum amount of product (1.0 means a 100% yield; for example, 0.34 means a 34% yield). The reactants are [C:1]([N:5]1[CH2:10][CH2:9][N:8]([C:11]2[C:20]3[C:15](=[CH:16][C:17]([Cl:23])=[C:18]([C:21]#[N:22])[CH:19]=3)[N:14]=[CH:13][N:12]=2)[CH2:7][CH:6]1[C:24]([NH2:26])=O)(=[O:4])[CH:2]=[CH2:3].CCN(CC)CC.FC(F)(F)C(OC(=O)C(F)(F)F)=O.O. The catalyst is C(Cl)Cl. The product is [C:1]([N:5]1[CH2:10][CH2:9][N:8]([C:11]2[C:20]3[C:15](=[CH:16][C:17]([Cl:23])=[C:18]([C:21]#[N:22])[CH:19]=3)[N:14]=[CH:13][N:12]=2)[CH2:7][CH:6]1[C:24]#[N:26])(=[O:4])[CH:2]=[CH2:3]. The yield is 0.320.